Dataset: Catalyst prediction with 721,799 reactions and 888 catalyst types from USPTO. Task: Predict which catalyst facilitates the given reaction. (1) Reactant: Br[C:2]1[CH:7]=[CH:6][C:5]([O:8][CH:9]([CH3:11])[CH3:10])=[CH:4][N:3]=1.[I-:12].[Na+].CN[C@@H]1CCCC[C@H]1NC. Product: [I:12][C:2]1[CH:7]=[CH:6][C:5]([O:8][CH:9]([CH3:11])[CH3:10])=[CH:4][N:3]=1. The catalyst class is: 830. (2) Reactant: [CH2:1]([O:3][C:4]([C:6]1[N:7]=[N:8][N:9]([CH2:12][C:13]2[CH:18]=[C:17]([C:19]([F:22])([F:21])[F:20])[CH:16]=[C:15]([C:23]([F:26])([F:25])[F:24])[CH:14]=2)[C:10]=1[OH:11])=[O:5])[CH3:2].I[CH2:28][CH2:29][CH2:30][CH3:31].[F-].[Cs+].C(=O)([O-])[O-].[Cs+].[Cs+]. Product: [CH2:1]([O:3][C:4]([C:6]1[N:7]=[N:8][N:9]([CH2:12][C:13]2[CH:14]=[C:15]([C:23]([F:26])([F:25])[F:24])[CH:16]=[C:17]([C:19]([F:20])([F:21])[F:22])[CH:18]=2)[C:10]=1[O:11][CH2:28][CH2:29][CH2:30][CH3:31])=[O:5])[CH3:2]. The catalyst class is: 18. (3) Reactant: [C:1]12([CH2:11][C:12](O)=[O:13])[CH2:10][CH:5]3[CH2:6][CH:7]([CH2:9][CH:3]([CH2:4]3)[CH2:2]1)[CH2:8]2.C1C=CC2N(O)N=NC=2C=1.O.CCN=C=NCCCN(C)C.Cl.[NH2:38][C@H:39]1[CH2:44][CH2:43][C@H:42]([OH:45])[CH2:41][CH2:40]1.NC1(O)CCCCC1. Product: [C:1]12([CH2:11][C:12]([NH:38][CH:39]3[CH2:44][CH2:43][CH:42]([OH:45])[CH2:41][CH2:40]3)=[O:13])[CH2:10][CH:5]3[CH2:4][CH:3]([CH2:9][CH:7]([CH2:6]3)[CH2:8]1)[CH2:2]2. The catalyst class is: 59.